From a dataset of Forward reaction prediction with 1.9M reactions from USPTO patents (1976-2016). Predict the product of the given reaction. Given the reactants C(O)=O.[NH2:4][CH2:5][CH2:6][C:7]1[CH:12]=[CH:11][C:10]([N:13]2[C:17]3=[N:18][CH:19]=[CH:20][CH:21]=[C:16]3[N:15]=[C:14]2[CH2:22][CH2:23][C:24]2[CH:29]=[CH:28][C:27]([NH:30][C:31]([NH:33][CH2:34][CH2:35][CH2:36][CH2:37][CH2:38][CH3:39])=[O:32])=[CH:26][CH:25]=2)=[CH:9][CH:8]=1.C([Si]([O:57][C:58]1[CH:63]=[CH:62][C:61]([O:64][CH2:65][CH:66]2[CH2:68][O:67]2)=[CH:60][CH:59]=1)(C1C=CC=CC=1)C1C=CC=CC=1)(C)(C)C, predict the reaction product. The product is: [CH2:34]([NH:33][C:31]([NH:30][C:27]1[CH:26]=[CH:25][C:24]([CH2:23][CH2:22][C:14]2[N:13]([C:10]3[CH:11]=[CH:12][C:7]([CH2:6][CH2:5][NH:4][CH2:68][C@H:66]([OH:67])[CH2:65][O:64][C:61]4[CH:62]=[CH:63][C:58]([OH:57])=[CH:59][CH:60]=4)=[CH:8][CH:9]=3)[C:17]3=[N:18][CH:19]=[CH:20][CH:21]=[C:16]3[N:15]=2)=[CH:29][CH:28]=1)=[O:32])[CH2:35][CH2:36][CH2:37][CH2:38][CH3:39].